This data is from Full USPTO retrosynthesis dataset with 1.9M reactions from patents (1976-2016). The task is: Predict the reactants needed to synthesize the given product. (1) Given the product [NH2:14][C@H:11]1[CH2:12][CH2:13][C@@H:8]([NH:7][C:6](=[O:30])[O:5][C:1]([CH3:2])([CH3:3])[CH3:4])[CH2:9][C@H:10]1[CH2:25][S:26]([CH3:29])(=[O:28])=[O:27], predict the reactants needed to synthesize it. The reactants are: [C:1]([O:5][C:6](=[O:30])[NH:7][C@@H:8]1[CH2:13][CH2:12][C@H:11]([NH:14]C(OCC2C=CC=CC=2)=O)[C@H:10]([CH2:25][S:26]([CH3:29])(=[O:28])=[O:27])[CH2:9]1)([CH3:4])([CH3:3])[CH3:2].[H][H]. (2) Given the product [CH2:14]([N:16]([CH2:17][CH3:18])[C:11]([C:9]1[N:10]=[C:6]([C:4]([O:3][CH2:1][CH3:2])=[O:5])[S:7][CH:8]=1)=[O:13])[CH3:15], predict the reactants needed to synthesize it. The reactants are: [CH2:1]([O:3][C:4]([C:6]1[S:7][CH:8]=[C:9]([C:11]([OH:13])=O)[N:10]=1)=[O:5])[CH3:2].[CH2:14]([NH:16][CH2:17][CH3:18])[CH3:15].CN(C(ON1N=NC2C=CC=NC1=2)=[N+](C)C)C.F[P-](F)(F)(F)(F)F. (3) Given the product [Cl:15][C:12]1[CH:11]=[CH:10][N:9]=[C:8]([NH2:7])[C:13]=1[I:14], predict the reactants needed to synthesize it. The reactants are: C(OC(=O)[NH:7][C:8]1[C:13]([I:14])=[C:12]([Cl:15])[CH:11]=[CH:10][N:9]=1)(C)(C)C.[OH-].[Na+]. (4) Given the product [F:1][C:2]1[CH:3]=[CH:4][C:5]([N:8]2[C:16]3[CH2:15][CH2:14][CH2:13][N:12]([C:17](=[O:32])[CH2:18][N:19]4[C:23]5[NH:24][CH2:25][CH2:26][CH2:27][C:22]=5[C:21]([C:28]([F:29])([F:31])[F:30])=[N:20]4)[C:11]=3[CH:10]=[N:9]2)=[CH:6][CH:7]=1, predict the reactants needed to synthesize it. The reactants are: [F:1][C:2]1[CH:7]=[CH:6][C:5]([N:8]2[C:16]3[CH2:15][CH2:14][CH2:13][N:12]([C:17](=[O:32])[CH2:18][N:19]4[C:23]5=[N:24][CH:25]=[CH:26][CH:27]=[C:22]5[C:21]([C:28]([F:31])([F:30])[F:29])=[N:20]4)[C:11]=3[CH:10]=[N:9]2)=[CH:4][CH:3]=1.